From a dataset of Reaction yield outcomes from USPTO patents with 853,638 reactions. Predict the reaction yield, written as a fraction of the theoretical maximum amount of product (1.0 means a 100% yield; for example, 0.34 means a 34% yield). (1) The reactants are [CH2:1]([C:3]1[C:8](=[O:9])[NH:7][C:6]([CH3:10])=[C:5]([C:11]2[S:15][C:14]([S:16](Cl)(=[O:18])=[O:17])=[CH:13][CH:12]=2)[CH:4]=1)[CH3:2].[O:20]1[CH2:24][CH2:23][O:22][CH:21]1[CH2:25][CH2:26][NH2:27]. No catalyst specified. The product is [O:20]1[CH2:24][CH2:23][O:22][CH:21]1[CH2:25][CH2:26][NH:27][S:16]([C:14]1[S:15][C:11]([C:5]2[CH:4]=[C:3]([CH2:1][CH3:2])[C:8](=[O:9])[NH:7][C:6]=2[CH3:10])=[CH:12][CH:13]=1)(=[O:18])=[O:17]. The yield is 0.505. (2) The product is [OH:30][C@@:23]1([C:21]#[C:22][C:2]2[CH:3]=[C:4]([N:8]3[C:12]4=[N:13][N:14]=[CH:15][CH:16]=[C:11]4[C:10]([C:17]([O:19][CH3:20])=[O:18])=[N:9]3)[CH:5]=[CH:6][CH:7]=2)[CH2:27][CH2:26][N:25]([CH3:28])[C:24]1=[O:29]. The yield is 0.490. No catalyst specified. The reactants are I[C:2]1[CH:3]=[C:4]([N:8]2[C:12]3=[N:13][N:14]=[CH:15][CH:16]=[C:11]3[C:10]([C:17]([O:19][CH3:20])=[O:18])=[N:9]2)[CH:5]=[CH:6][CH:7]=1.[C:21]([C@:23]1([OH:30])[CH2:27][CH2:26][N:25]([CH3:28])[C:24]1=[O:29])#[CH:22]. (3) The reactants are [C:1]1(C2C=CC=CC=2)[CH:6]=[CH:5][CH:4]=[CH:3][C:2]=1[N:7]1[C:16](=[O:17])[C:15]2[C:10](=[CH:11][CH:12]=[CH:13][C:14]=2[Cl:18])[N:9]=[C:8]1[CH2:19]Cl.[N:27]1[C:35]([NH2:36])=[C:34]2[C:30]([N:31]=[CH:32][NH:33]2)=[N:29][CH:28]=1.[C:37]([O-])([O-])=[O:38].[K+].[K+]. The catalyst is CN(C=O)C. The product is [NH2:36][C:35]1[N:27]=[CH:28][N:29]=[C:30]2[C:34]=1[N:33]=[CH:32][N:31]2[CH2:19][C:8]1[N:7]([C:2]2[CH:3]=[CH:4][CH:5]=[CH:6][C:1]=2[O:38][CH3:37])[C:16](=[O:17])[C:15]2[C:10](=[CH:11][CH:12]=[CH:13][C:14]=2[Cl:18])[N:9]=1. The yield is 0.380. (4) The reactants are [CH3:1][N:2]1[C:6]([C:7]2[CH:8]=[C:9]([C:12]([O:14]C)=[O:13])[O:10][CH:11]=2)=[CH:5][CH:4]=[N:3]1.[OH-].[Na+]. The catalyst is O1CCCC1. The product is [CH3:1][N:2]1[C:6]([C:7]2[CH:8]=[C:9]([C:12]([OH:14])=[O:13])[O:10][CH:11]=2)=[CH:5][CH:4]=[N:3]1. The yield is 0.470. (5) The reactants are C([O:4][C:5]1[CH:14]=[C:13]2[C:8]([CH:9]=[C:10]([C:19]3[CH:24]=[CH:23][C:22]([O:25]C(=O)C)=[CH:21][CH:20]=3)[CH:11]([CH2:15][CH2:16][CH2:17][CH3:18])[O:12]2)=[CH:7][CH:6]=1)(=O)C.C(O)(=O)C.O. The catalyst is CO.[OH-].[K+]. The product is [CH2:15]([CH:11]1[C:10]([C:19]2[CH:20]=[CH:21][C:22]([OH:25])=[CH:23][CH:24]=2)=[CH:9][C:8]2[C:13](=[CH:14][C:5]([OH:4])=[CH:6][CH:7]=2)[O:12]1)[CH2:16][CH2:17][CH3:18]. The yield is 1.00.